Dataset: Full USPTO retrosynthesis dataset with 1.9M reactions from patents (1976-2016). Task: Predict the reactants needed to synthesize the given product. (1) Given the product [CH3:1][C:2]1([CH3:13])[C:6]2[CH:7]=[CH:8][C:9]([N+:14]([O-:16])=[O:15])=[CH:10][C:5]=2[S:4](=[O:12])(=[O:11])[NH:3]1, predict the reactants needed to synthesize it. The reactants are: [CH3:1][C:2]1([CH3:13])[C:6]2[CH:7]=[CH:8][CH:9]=[CH:10][C:5]=2[S:4](=[O:12])(=[O:11])[NH:3]1.[N+:14]([O-])([O-:16])=[O:15].[K+]. (2) Given the product [Cl:33][C:32]1[CH:31]=[CH:30][CH:29]=[C:28]([Cl:34])[C:27]=1[C:20]1[C:19]([CH2:18][O:17][C:14]2[N:13]=[C:12]([C:35]([F:38])([F:37])[F:36])[C:11]([NH:10][C:8](=[O:9])[C:7]3[CH:6]=[CH:5][C:4]([C:3]([OH:41])=[O:2])=[CH:40][CH:39]=3)=[CH:16][CH:15]=2)=[C:23]([CH:24]([CH3:26])[CH3:25])[O:22][N:21]=1, predict the reactants needed to synthesize it. The reactants are: C[O:2][C:3](=[O:41])[C:4]1[CH:40]=[CH:39][C:7]([C:8]([NH:10][C:11]2[C:12]([C:35]([F:38])([F:37])[F:36])=[N:13][C:14]([O:17][CH2:18][C:19]3[C:20]([C:27]4[C:32]([Cl:33])=[CH:31][CH:30]=[CH:29][C:28]=4[Cl:34])=[N:21][O:22][C:23]=3[CH:24]([CH3:26])[CH3:25])=[CH:15][CH:16]=2)=[O:9])=[CH:6][CH:5]=1.[OH-].[Na+]. (3) The reactants are: [CH3:1][O:2][C:3]1[N:11]=[CH:10][CH:9]=[CH:8][C:4]=1[C:5]([OH:7])=[O:6].[Br:12]Br. Given the product [Br:12][C:9]1[CH:10]=[N:11][C:3]([O:2][CH3:1])=[C:4]([CH:8]=1)[C:5]([OH:7])=[O:6], predict the reactants needed to synthesize it. (4) Given the product [OH:2][C:3]1[CH:4]=[C:5]2[C:9](=[CH:10][CH:11]=1)[C:8](=[O:12])[CH2:7][CH2:6]2, predict the reactants needed to synthesize it. The reactants are: C[O:2][C:3]1[CH:4]=[C:5]2[C:9](=[CH:10][CH:11]=1)[C:8](=[O:12])[CH2:7][CH2:6]2.[Cl-].[Al+3].[Cl-].[Cl-].O. (5) The reactants are: Br[C:2]1[CH:3]=[C:4]([C@:10]2([CH3:21])[C@H:16]3[C@:14]([CH:17]([F:19])[F:18])([CH2:15]3)[S:13][C:12]([NH2:20])=[N:11]2)[C:5]([O:8][CH3:9])=[N:6][CH:7]=1.[N-:22]=[N+]=[N-].[Na+].CP(C)C.C1COCC1. Given the product [NH2:22][C:2]1[CH:3]=[C:4]([C@:10]2([CH3:21])[C@H:16]3[C@:14]([CH:17]([F:19])[F:18])([CH2:15]3)[S:13][C:12]([NH2:20])=[N:11]2)[C:5]([O:8][CH3:9])=[N:6][CH:7]=1, predict the reactants needed to synthesize it.